From a dataset of Peptide-MHC class I binding affinity with 185,985 pairs from IEDB/IMGT. Regression. Given a peptide amino acid sequence and an MHC pseudo amino acid sequence, predict their binding affinity value. This is MHC class I binding data. (1) The peptide sequence is ASAHVRQSEY. The MHC is HLA-A30:01 with pseudo-sequence HLA-A30:01. The binding affinity (normalized) is 0.269. (2) The peptide sequence is PLPNFSSLNL. The MHC is HLA-A02:03 with pseudo-sequence HLA-A02:03. The binding affinity (normalized) is 0.262.